Predict the product of the given reaction. From a dataset of Forward reaction prediction with 1.9M reactions from USPTO patents (1976-2016). (1) Given the reactants C([O:4][C:5]1[C:13]([C:14]([F:17])([F:16])[F:15])=[CH:12][CH:11]=[C:10]([CH2:18][O:19][C:20]2[CH:25]=[CH:24][C:23]([C:26]3[CH:31]=[CH:30][C:29]([CH2:32][C:33]([O:35]CC=C)=[O:34])=[CH:28][CH:27]=3)=[CH:22][CH:21]=2)[C:6]=1[C:7]([OH:9])=[O:8])C=C.[F:39][C:40]([F:45])([F:44])[CH:41](O)[CH3:42], predict the reaction product. The product is: [OH:4][C:5]1[C:6]([C:7]([O:9][CH:41]([CH3:42])[C:40]([F:45])([F:44])[F:39])=[O:8])=[C:10]([CH:11]=[CH:12][C:13]=1[C:14]([F:15])([F:16])[F:17])[CH2:18][O:19][C:20]1[CH:21]=[CH:22][C:23]([C:26]2[CH:31]=[CH:30][C:29]([CH2:32][C:33]([OH:35])=[O:34])=[CH:28][CH:27]=2)=[CH:24][CH:25]=1. (2) The product is: [CH3:1][N:2]([CH3:26])[C:3](=[O:25])[CH2:4][C:5]1[CH:10]=[C:9]([CH3:11])[CH:8]=[CH:7][C:6]=1[NH:12][C:13]1[CH:18]=[CH:17][C:16]([CH:27]=[CH2:28])=[C:15]([C:20]([F:23])([F:22])[F:21])[C:14]=1[F:24]. Given the reactants [CH3:1][N:2]([CH3:26])[C:3](=[O:25])[CH2:4][C:5]1[CH:10]=[C:9]([CH3:11])[CH:8]=[CH:7][C:6]=1[NH:12][C:13]1[CH:18]=[CH:17][C:16](Br)=[C:15]([C:20]([F:23])([F:22])[F:21])[C:14]=1[F:24].[CH:27]([Sn](CCCC)(CCCC)CCCC)=[CH2:28].CCOC(C)=O.[Na+].[Cl-], predict the reaction product. (3) Given the reactants [CH3:1][O:2][CH2:3][CH2:4][CH2:5][NH:6][C:7](=[O:26])[NH:8][C:9]1[S:13][N:12]=[C:11]([C:14]2[CH:19]=[CH:18][C:17]([N+:20]([O-])=O)=[CH:16][CH:15]=2)[C:10]=1[C:23]([NH2:25])=[O:24].[H][H], predict the reaction product. The product is: [NH2:20][C:17]1[CH:18]=[CH:19][C:14]([C:11]2[C:10]([C:23]([NH2:25])=[O:24])=[C:9]([NH:8][C:7]([NH:6][CH2:5][CH2:4][CH2:3][O:2][CH3:1])=[O:26])[S:13][N:12]=2)=[CH:15][CH:16]=1.